From a dataset of Reaction yield outcomes from USPTO patents with 853,638 reactions. Predict the reaction yield, written as a fraction of the theoretical maximum amount of product (1.0 means a 100% yield; for example, 0.34 means a 34% yield). The reactants are [Cl:1][C:2]1[C:7]([O:8][CH3:9])=[CH:6][C:5](B(O)O)=[CH:4][CH:3]=1.Br[CH:14]=[C:15]1[C:21]2[CH:22]=[CH:23][CH:24]=[CH:25][C:20]=2[CH2:19][CH2:18][C:17]2[CH:26]=[CH:27][CH:28]=[CH:29][C:16]1=2. No catalyst specified. The yield is 0.230. The product is [Cl:1][C:2]1[CH:3]=[CH:4][C:5]([CH:14]=[C:15]2[C:16]3[CH:29]=[CH:28][CH:27]=[CH:26][C:17]=3[CH2:18][CH2:19][C:20]3[CH:25]=[CH:24][CH:23]=[CH:22][C:21]2=3)=[CH:6][C:7]=1[O:8][CH3:9].